Predict the reaction yield, written as a fraction of the theoretical maximum amount of product (1.0 means a 100% yield; for example, 0.34 means a 34% yield). From a dataset of Reaction yield outcomes from USPTO patents with 853,638 reactions. (1) The reactants are [ClH:1].[NH2:2][C@@H:3]([C:10]1[CH:15]=[CH:14][CH:13]=[CH:12][CH:11]=1)[C:4]([O:6][CH2:7][CH2:8][CH3:9])=[O:5].[P:16](Cl)(Cl)(=[O:28])[O:17][C:18]1[C:27]2[C:22](=[CH:23][CH:24]=[CH:25][CH:26]=2)[CH:21]=[CH:20][CH:19]=1. The catalyst is C(Cl)Cl. The product is [Cl:1][C:19]1[CH:20]=[CH:21][C:22]2[C:27](=[CH:26][CH:25]=[CH:24][CH:23]=2)[C:18]=1[O:17][P:16](=[N:2][C@@H:3]([C:10]1[CH:11]=[CH:12][CH:13]=[CH:14][CH:15]=1)[C:4]([O:6][CH2:7][CH2:8][CH3:9])=[O:5])=[O:28]. The yield is 0.830. (2) The reactants are [CH2:1]([NH:3][C:4](=[O:39])[NH:5][C:6]1[S:7][C:8]2[C:14]([C:15]3[CH:20]=[CH:19][CH:18]=[CH:17][N:16]=3)=[CH:13][C:12]([C:21]3[CH:22]=[C:23]([N:27]4[CH2:32][CH2:31][C:30]([CH3:38])([C:33]([O:35]CC)=[O:34])[CH2:29][CH2:28]4)[N:24]=[N:25][CH:26]=3)=[CH:11][C:9]=2[N:10]=1)[CH3:2].CC(C)([O-])C.[K+].O. The catalyst is CS(C)=O. The product is [CH2:1]([NH:3][C:4](=[O:39])[NH:5][C:6]1[S:7][C:8]2[C:14]([C:15]3[CH:20]=[CH:19][CH:18]=[CH:17][N:16]=3)=[CH:13][C:12]([C:21]3[CH:22]=[C:23]([N:27]4[CH2:32][CH2:31][C:30]([CH3:38])([C:33]([OH:35])=[O:34])[CH2:29][CH2:28]4)[N:24]=[N:25][CH:26]=3)=[CH:11][C:9]=2[N:10]=1)[CH3:2]. The yield is 0.530. (3) The reactants are [C:1]([Si:5]([CH3:19])([CH3:18])[O:6][CH2:7][C:8]([C:11]1[CH:16]=[CH:15][C:14]([NH2:17])=[CH:13][CH:12]=1)([CH3:10])[CH3:9])([CH3:4])([CH3:3])[CH3:2].[Br:20]N1C(=O)CCC1=O.CCOC(C)=O. The catalyst is C(Cl)Cl. The product is [Br:20][C:13]1[CH:12]=[C:11]([C:8]([CH3:10])([CH3:9])[CH2:7][O:6][Si:5]([C:1]([CH3:4])([CH3:2])[CH3:3])([CH3:18])[CH3:19])[CH:16]=[CH:15][C:14]=1[NH2:17]. The yield is 0.880. (4) The reactants are [Cl:1][C:2]1[N:7]=[C:6](Cl)[C:5]([Cl:9])=[CH:4][N:3]=1.[N:10]1[C:15]([NH2:16])=[CH:14][CH:13]=[CH:12][C:11]=1[NH2:17].CCN(C(C)C)C(C)C. The catalyst is CC(O)C. The product is [Cl:1][C:2]1[N:7]=[C:6]([NH:17][C:11]2[CH:12]=[CH:13][CH:14]=[C:15]([NH2:16])[N:10]=2)[C:5]([Cl:9])=[CH:4][N:3]=1. The yield is 0.720. (5) The reactants are [CH3:1][C:2]1[O:6][N:5]=[C:4]([C:7]2[CH:12]=[CH:11][CH:10]=[CH:9][CH:8]=2)[C:3]=1[C:13]1[N:14]=[CH:15][N:16]([C:18]2[CH:26]=[CH:25][C:21]([C:22](O)=[O:23])=[CH:20][CH:19]=2)[CH:17]=1.[CH:27]1([NH2:31])[CH2:30][CH2:29][CH2:28]1. No catalyst specified. The product is [CH:27]1([NH:31][C:22](=[O:23])[C:21]2[CH:25]=[CH:26][C:18]([N:16]3[CH:17]=[C:13]([C:3]4[C:4]([C:7]5[CH:8]=[CH:9][CH:10]=[CH:11][CH:12]=5)=[N:5][O:6][C:2]=4[CH3:1])[N:14]=[CH:15]3)=[CH:19][CH:20]=2)[CH2:30][CH2:29][CH2:28]1. The yield is 0.110. (6) The reactants are [CH3:1][O:2][C:3](=[O:17])[C:4]1[C:5](=[C:10]([N+:14]([O-])=O)[CH:11]=[CH:12][CH:13]=1)[C:6]([O:8][CH3:9])=[O:7]. The catalyst is CO.[Pd]. The product is [CH3:1][O:2][C:3](=[O:17])[C:4]1[C:5](=[C:10]([NH2:14])[CH:11]=[CH:12][CH:13]=1)[C:6]([O:8][CH3:9])=[O:7]. The yield is 1.00. (7) The reactants are [CH3:1][O:2][C:3]1[CH:11]=[C:10]2[C:6]([C:7]([C@H:12]([CH2:16][CH3:17])[C:13]([OH:15])=[O:14])=[CH:8][CH2:9]2)=[CH:5][CH:4]=1.C(N(CC)CC)C. The catalyst is CCO.C1COCC1. The product is [CH3:1][O:2][C:3]1[CH:11]=[C:10]2[C:6](=[CH:5][CH:4]=1)[C@H:7]([C@H:12]([CH2:16][CH3:17])[C:13]([OH:15])=[O:14])[CH2:8][CH2:9]2. The yield is 0.950.